Dataset: Full USPTO retrosynthesis dataset with 1.9M reactions from patents (1976-2016). Task: Predict the reactants needed to synthesize the given product. Given the product [C:1]1([C:7]2[S:8][C:9]3[N:17]=[C:18]([OH:19])[N:20]=[C:12]([OH:13])[C:10]=3[N:11]=2)[CH:6]=[CH:5][CH:4]=[CH:3][CH:2]=1, predict the reactants needed to synthesize it. The reactants are: [C:1]1([C:7]2[S:8][C:9]([NH:17][C:18]([NH2:20])=[O:19])=[C:10]([C:12](OCC)=[O:13])[N:11]=2)[CH:6]=[CH:5][CH:4]=[CH:3][CH:2]=1.[OH-].[Na+].Cl.